Dataset: Forward reaction prediction with 1.9M reactions from USPTO patents (1976-2016). Task: Predict the product of the given reaction. (1) Given the reactants [OH:1][C:2]12[C:13]3[C:8](=[C:9]([N+:14]([O-])=O)[CH:10]=[CH:11][CH:12]=3)[C:7](=[O:17])[C:6]1([NH:18][C:19]([C:21]1[CH:26]=[CH:25][CH:24]=[CH:23][N+:22]=1[O-:27])=[O:20])[C:5]1[CH:28]=[CH:29][C:30]([CH:32]([CH3:34])[CH3:33])=[CH:31][C:4]=1[O:3]2.C(O)C, predict the reaction product. The product is: [NH2:14][C:9]1[CH:10]=[CH:11][CH:12]=[C:13]2[C:8]=1[C:7](=[O:17])[C:6]1([NH:18][C:19]([C:21]3[CH:26]=[CH:25][CH:24]=[CH:23][N+:22]=3[O-:27])=[O:20])[C:5]3[CH:28]=[CH:29][C:30]([CH:32]([CH3:33])[CH3:34])=[CH:31][C:4]=3[O:3][C:2]12[OH:1]. (2) Given the reactants [Cl:1][C:2]1[CH:3]=[C:4]([CH2:9][CH2:10][C:11](O)=[O:12])[CH:5]=[CH:6][C:7]=1[Cl:8].[H-].[H-].[H-].[H-].[Li+].[Al+3], predict the reaction product. The product is: [Cl:1][C:2]1[CH:3]=[C:4]([CH2:9][CH2:10][CH2:11][OH:12])[CH:5]=[CH:6][C:7]=1[Cl:8]. (3) Given the reactants [NH2:1][CH:2]([C:5]1[C:6](=[O:16])[NH:7][C:8]([CH:11]2[CH2:15][CH2:14][CH2:13][CH2:12]2)=[N:9][N:10]=1)[CH2:3][CH3:4].[CH3:17][CH:18]1[CH2:23][CH2:22][CH2:21][CH2:20][CH:19]1[C:24](Cl)=[O:25], predict the reaction product. The product is: [CH:11]1([C:8]2[NH:7][C:6](=[O:16])[C:5]([CH:2]([NH:1][C:24]([CH:19]3[CH2:20][CH2:21][CH2:22][CH2:23][CH:18]3[CH3:17])=[O:25])[CH2:3][CH3:4])=[N:10][N:9]=2)[CH2:15][CH2:14][CH2:13][CH2:12]1. (4) Given the reactants Cl.[F:2][C:3]1[CH:8]=[CH:7][C:6]([NH:9][NH2:10])=[CH:5][CH:4]=1.C(=O)([O-])[O-].[K+].[K+].C([O:19][CH:20]=[C:21]([C:27](OCC)=O)[C:22]([O:24][CH2:25][CH3:26])=[O:23])C, predict the reaction product. The product is: [F:2][C:3]1[CH:8]=[CH:7][C:6]([N:9]2[C:20](=[O:19])[C:21]([C:22]([O:24][CH2:25][CH3:26])=[O:23])=[CH:27][NH:10]2)=[CH:5][CH:4]=1. (5) Given the reactants [C:1]([SiH2:5][O:6][C:7]([CH3:22])([CH3:21])[C:8]1[O:12][N:11]=[C:10]([C:13]2[CH:18]=[CH:17][CH:16]=[CH:15][CH:14]=2)[C:9]=1[CH2:19][OH:20])([CH3:4])([CH3:3])[CH3:2].[H-].[Na+].Cl[C:26]1[CH:35]=[CH:34][C:29]([C:30]([O:32][CH3:33])=[O:31])=[CH:28][N:27]=1, predict the reaction product. The product is: [CH3:33][O:32][C:30](=[O:31])[C:29]1[CH:34]=[CH:35][C:26]([O:20][CH2:19][C:9]2[C:10]([C:13]3[CH:14]=[CH:15][CH:16]=[CH:17][CH:18]=3)=[N:11][O:12][C:8]=2[C:7]([CH3:22])([CH3:21])[O:6][SiH2:5][C:1]([CH3:4])([CH3:2])[CH3:3])=[N:27][CH:28]=1. (6) Given the reactants [C:1]([O:4][C@H:5]1[CH2:10][CH2:9][C@H:8]2[C@H:11]3[C@H:21]([CH2:22][CH2:23][C@:6]12[CH3:7])[C@:19]1([CH3:20])[C:14](=[CH:15][C:16](=[O:24])[CH2:17][CH2:18]1)[C:13](=[CH2:25])[CH2:12]3)(=[O:3])[CH3:2].C1(Cl)C(=O)C(Cl)=C(Cl)C(=O)C=1Cl.FC(F)(F)C(=N[Si](C)(C)C)O[Si](C)(C)C, predict the reaction product. The product is: [C:1]([O:4][C@H:5]1[CH2:10][CH2:9][C@H:8]2[C@H:11]3[C@H:21]([CH2:22][CH2:23][C@:6]12[CH3:7])[C@:19]1([CH3:20])[C:14](=[CH:15][C:16](=[O:24])[CH:17]=[CH:18]1)[C:13](=[CH2:25])[CH2:12]3)(=[O:3])[CH3:2]. (7) Given the reactants [Cl:1][C:2]1[CH:7]=[CH:6][C:5]([OH:8])=[CH:4][C:3]=1[CH:9]([CH3:23])[C:10]([C:16]1[CH:21]=[CH:20][N:19]=[C:18]([Cl:22])[CH:17]=1)([OH:15])[C:11]([F:14])([F:13])[F:12].[CH3:24][O:25][C:26]1[CH:27]=[C:28](B2OC(C)(C)C(C)(C)O2)[CH:29]=[CH:30][C:31]=1[C:32]([O:34][CH3:35])=[O:33].O, predict the reaction product. The product is: [CH3:35][O:34][C:32](=[O:33])[C:31]1[CH:30]=[CH:29][C:28]([O:8][C:5]2[CH:6]=[CH:7][C:2]([Cl:1])=[C:3]([CH:9]([CH3:23])[C:10]([C:16]3[CH:21]=[CH:20][N:19]=[C:18]([Cl:22])[CH:17]=3)([OH:15])[C:11]([F:14])([F:13])[F:12])[CH:4]=2)=[CH:27][C:26]=1[O:25][CH3:24]. (8) Given the reactants Br[C:2]1[CH:3]=[C:4]([C:8]2[N:9]=[C:10]3[CH:15]=[C:14]([C:16]4[N:26]=[C:19]5[C:20]([CH3:25])=[N:21][CH:22]=[C:23]([CH3:24])[N:18]5[N:17]=4)[CH:13]=[CH:12][N:11]3[CH:27]=2)[CH:5]=[CH:6][CH:7]=1.[CH:28]1(B(O)O)[CH2:30][CH2:29]1.C1(P(C2CCCCC2)C2CCCCC2)CCCCC1.[O-]P([O-])([O-])=O.[K+].[K+].[K+].[Br-], predict the reaction product. The product is: [CH:28]1([C:2]2[CH:3]=[C:4]([C:8]3[N:9]=[C:10]4[CH:15]=[C:14]([C:16]5[N:26]=[C:19]6[C:20]([CH3:25])=[N:21][CH:22]=[C:23]([CH3:24])[N:18]6[N:17]=5)[CH:13]=[CH:12][N:11]4[CH:27]=3)[CH:5]=[CH:6][CH:7]=2)[CH2:30][CH2:29]1.